Predict the product of the given reaction. From a dataset of Forward reaction prediction with 1.9M reactions from USPTO patents (1976-2016). (1) Given the reactants [Cl:1][C:2]1[CH:3]=[CH:4][C:5]([C:8](OCC)=[O:9])=[N:6][CH:7]=1.[H-].[Al+3].[Li+].[H-].[H-].[H-].O.[OH-].[Na+], predict the reaction product. The product is: [Cl:1][C:2]1[CH:3]=[CH:4][C:5]([CH2:8][OH:9])=[N:6][CH:7]=1. (2) Given the reactants [C:1](Cl)(=[O:3])[CH3:2].[CH3:5][C@H:6]1[CH2:15][CH2:14][C:13]2[C:8](=[CH:9][CH:10]=[C:11]([CH:20]3[CH2:25][CH2:24][NH:23][CH2:22][CH2:21]3)[C:12]=2[O:16][CH2:17][CH2:18][CH3:19])[N:7]1[C:26](=[O:28])[CH3:27].C(N(CC)CC)C, predict the reaction product. The product is: [C:26]([N:7]1[C:8]2[C:13](=[C:12]([O:16][CH2:17][CH2:18][CH3:19])[C:11]([CH:20]3[CH2:25][CH2:24][N:23]([C:1](=[O:3])[CH3:2])[CH2:22][CH2:21]3)=[CH:10][CH:9]=2)[CH2:14][CH2:15][C@@H:6]1[CH3:5])(=[O:28])[CH3:27]. (3) Given the reactants [C:1]([C:4]1[N:5]([CH2:9][C:10]2[CH:11]=[C:12]([C:16]3[CH:20]=[C:19]([CH2:21][CH:22]([CH3:24])[CH3:23])[S:18][C:17]=3[S:25]([NH:28]C(C)(C)C)(=[O:27])=[O:26])[CH:13]=[CH:14][CH:15]=2)[CH:6]=[CH:7][N:8]=1)(=[O:3])[CH3:2].C1(OC)C=CC=CC=1.C([O-])([O-])=O.[Na+].[Na+].Cl[C:48]([O:50][CH2:51][CH2:52][CH2:53][CH3:54])=[O:49], predict the reaction product. The product is: [CH2:51]([O:50][C:48]([NH:28][S:25]([C:17]1[S:18][C:19]([CH2:21][CH:22]([CH3:23])[CH3:24])=[CH:20][C:16]=1[C:12]1[CH:13]=[CH:14][CH:15]=[C:10]([CH2:9][N:5]2[CH:6]=[CH:7][N:8]=[C:4]2[C:1](=[O:3])[CH3:2])[CH:11]=1)(=[O:27])=[O:26])=[O:49])[CH2:52][CH2:53][CH3:54]. (4) Given the reactants C(O)(C(F)(F)F)=O.[F:8][C:9]1[CH:14]=[CH:13][CH:12]=[C:11]([F:15])[C:10]=1[C:16]1[CH:17]=[CH:18][C:19]2[N:20]([C:22]([NH:25][C:26]3[CH:27]=[N:28][CH:29]=[CH:30][C:31]=3[N:32]3[CH2:37][CH2:36][N:35](C(OC(C)(C)C)=O)[CH2:34][CH2:33]3)=[N:23][CH:24]=2)[N:21]=1.CO, predict the reaction product. The product is: [F:8][C:9]1[CH:14]=[CH:13][CH:12]=[C:11]([F:15])[C:10]=1[C:16]1[CH:17]=[CH:18][C:19]2[N:20]([C:22]([NH:25][C:26]3[CH:27]=[N:28][CH:29]=[CH:30][C:31]=3[N:32]3[CH2:33][CH2:34][NH:35][CH2:36][CH2:37]3)=[N:23][CH:24]=2)[N:21]=1. (5) Given the reactants [F:1][C:2]1[CH:3]=[CH:4][C:5]([C:10]([F:13])([F:12])[F:11])=[C:6]([CH:9]=1)[CH2:7]Cl.[CH:14]1([CH2:17][CH2:18][NH:19][C:20]([C:22]2[N:23]=[N:24][C:25]([N:28]3[CH2:33][CH2:32][NH:31][CH2:30][CH2:29]3)=[CH:26][CH:27]=2)=[O:21])[CH2:16][CH2:15]1, predict the reaction product. The product is: [CH:14]1([CH2:17][CH2:18][NH:19][C:20]([C:22]2[N:23]=[N:24][C:25]([N:28]3[CH2:33][CH2:32][N:31]([CH2:7][C:6]4[CH:9]=[C:2]([F:1])[CH:3]=[CH:4][C:5]=4[C:10]([F:13])([F:12])[F:11])[CH2:30][CH2:29]3)=[CH:26][CH:27]=2)=[O:21])[CH2:16][CH2:15]1. (6) Given the reactants [C:1]1([NH:7]N)[CH:6]=[CH:5][CH:4]=[CH:3][CH:2]=1.O=[C:10]([CH2:16][CH2:17][CH2:18][CH3:19])[C:11]([O:13][CH2:14][CH3:15])=[O:12].O.CCOC(C)=O, predict the reaction product. The product is: [CH2:17]([C:16]1[C:6]2[C:1](=[CH:2][CH:3]=[CH:4][CH:5]=2)[NH:7][C:10]=1[C:11]([O:13][CH2:14][CH3:15])=[O:12])[CH2:18][CH3:19]. (7) Given the reactants [F:1][C:2]1[C:7]([F:8])=[CH:6][C:5]([F:9])=[C:4]([F:10])[C:3]=1[OH:11].[F:12][C:13]([F:24])([F:23])[C:14](O[C:14](=[O:15])[C:13]([F:24])([F:23])[F:12])=[O:15].B(F)(F)F.CCOCC, predict the reaction product. The product is: [F:12][C:13]([F:24])([F:23])[C:14]([O:11][C:3]1[C:2]([F:1])=[C:7]([F:8])[CH:6]=[C:5]([F:9])[C:4]=1[F:10])=[O:15]. (8) Given the reactants [C:1](/[C:3](=[CH:19]\[C:20]1[CH:25]=[CH:24][C:23]([O:26][CH2:27][CH2:28][O:29][C:30]2[C:35]([Cl:36])=[CH:34][C:33]([CH3:37])=[CH:32][C:31]=2[Cl:38])=[CH:22][CH:21]=1)/[C:4]([N:6]([CH:16]1[CH2:18][CH2:17]1)[CH2:7][C:8]1[CH:13]=[CH:12][CH:11]=[C:10]([CH3:14])[C:9]=1[CH3:15])=[O:5])#[N:2].[BH4-].[Na+].[C:41](O[C:41]([O:43][C:44]([CH3:47])([CH3:46])[CH3:45])=[O:42])([O:43][C:44]([CH3:47])([CH3:46])[CH3:45])=[O:42].[OH-].[Na+].Cl, predict the reaction product. The product is: [CH:16]1([N:6]([CH2:7][C:8]2[CH:13]=[CH:12][CH:11]=[C:10]([CH3:14])[C:9]=2[CH3:15])[C:4](=[O:5])[CH:3]([CH2:19][C:20]2[CH:25]=[CH:24][C:23]([O:26][CH2:27][CH2:28][O:29][C:30]3[C:31]([Cl:38])=[CH:32][C:33]([CH3:37])=[CH:34][C:35]=3[Cl:36])=[CH:22][CH:21]=2)[CH2:1][NH:2][C:41](=[O:42])[O:43][C:44]([CH3:47])([CH3:46])[CH3:45])[CH2:17][CH2:18]1. (9) Given the reactants C([Li])CCC.[CH3:6][Si:7]([C:10]#[CH:11])([CH3:9])[CH3:8].CN1CCCN(C)C1=O.I[CH2:22][CH2:23][CH2:24][CH2:25][C:26]1[CH:31]=[CH:30][C:29]([O:32][CH3:33])=[CH:28][CH:27]=1.[Cl-].[NH4+], predict the reaction product. The product is: [CH3:33][O:32][C:29]1[CH:30]=[CH:31][C:26]([CH2:25][CH2:24][CH2:23][CH2:22][C:11]#[C:10][Si:7]([CH3:9])([CH3:8])[CH3:6])=[CH:27][CH:28]=1. (10) Given the reactants [Si:1]([O:8][C:9]1([C:12](OC)=[O:13])[CH2:11][CH2:10]1)([C:4]([CH3:7])([CH3:6])[CH3:5])([CH3:3])[CH3:2].[H-].C([Al+]CC(C)C)C(C)C.O, predict the reaction product. The product is: [Si:1]([O:8][C:9]1([CH2:12][OH:13])[CH2:10][CH2:11]1)([C:4]([CH3:7])([CH3:6])[CH3:5])([CH3:3])[CH3:2].